This data is from Full USPTO retrosynthesis dataset with 1.9M reactions from patents (1976-2016). The task is: Predict the reactants needed to synthesize the given product. (1) Given the product [CH3:90][S:87]([CH2:86][C:82]1[CH:81]=[C:80]([C:33]2[C:28]3[N:27]=[C:26]([C:20]4([NH2:23])[CH2:21][CH2:22][N:17]([C:12]5[C:11]6[CH:10]=[CH:9][NH:8][C:16]=6[N:15]=[CH:14][N:13]=5)[CH2:18][CH2:19]4)[NH:25][C:29]=3[CH:30]=[CH:31][CH:32]=2)[CH:85]=[CH:84][CH:83]=1)(=[O:88])=[O:89], predict the reactants needed to synthesize it. The reactants are: CC(OC([N:8]1[C:16]2[N:15]=[CH:14][N:13]=[C:12]([N:17]3[CH2:22][CH2:21][C:20]4([C:26]5=[N:27][C:28]6[C:33](OS(C(F)(F)F)(=O)=O)=[CH:32][CH:31]=[CH:30][C:29]=6[N:25]5C(=O)[N:23]4C(OC(C)(C)C)=O)[CH2:19][CH2:18]3)[C:11]=2[CH:10]=[CH:9]1)=O)(C)C.B1(B2OC(C)(C)C(C)(C)O2)OC(C)(C)C(C)(C)O1.C([O-])(=O)C.[K+].C(=O)([O-])[O-].[Na+].[Na+].Br[C:80]1[CH:85]=[CH:84][CH:83]=[C:82]([CH2:86][S:87]([CH3:90])(=[O:89])=[O:88])[CH:81]=1.[OH-].[Na+]. (2) Given the product [Cl:14][C:15]1[CH:16]=[CH:17][C:18]([C:21]2[NH:13][C:12]3[N:11]([N:10]=[CH:9][C:8]=3[C:7]3[N:3]([CH2:1][CH3:2])[N:4]=[CH:5][CH:6]=3)[C:23](=[O:24])[CH:22]=2)=[CH:19][CH:20]=1, predict the reactants needed to synthesize it. The reactants are: [CH2:1]([N:3]1[C:7]([C:8]2[CH:9]=[N:10][NH:11][C:12]=2[NH2:13])=[CH:6][CH:5]=[N:4]1)[CH3:2].[Cl:14][C:15]1[CH:20]=[CH:19][C:18]([C:21](=O)[CH2:22][C:23](OCC)=[O:24])=[CH:17][CH:16]=1.CC1C=CC(S(O)(=O)=O)=CC=1.